This data is from Forward reaction prediction with 1.9M reactions from USPTO patents (1976-2016). The task is: Predict the product of the given reaction. (1) Given the reactants [OH:1][C:2]1[C:11]2[C:6](=[CH:7][CH:8]=[CH:9][CH:10]=2)[C:5]([S:12][C:13]2[CH:18]=[CH:17][CH:16]=[CH:15][CH:14]=2)=[N:4][C:3]=1[C:19]([NH:21][CH2:22][C:23]([OH:25])=[O:24])=[O:20].ClC1C=C(C=CC=1)C(OO)=[O:31], predict the reaction product. The product is: [C:13]1([S:12]([C:5]2[C:6]3[C:11](=[CH:10][CH:9]=[CH:8][CH:7]=3)[C:2]([OH:1])=[C:3]([C:19]([NH:21][CH2:22][C:23]([OH:25])=[O:24])=[O:20])[N:4]=2)=[O:31])[CH:18]=[CH:17][CH:16]=[CH:15][CH:14]=1. (2) The product is: [NH2:1][C:2]1[C:11]([N+:26]([O-:27])=[O:25])=[C:10]([F:12])[C:9]([C:13]2[C:14]([CH3:19])=[N:15][O:16][C:17]=2[CH3:18])=[CH:8][C:3]=1[C:4]([O:6][CH3:7])=[O:5]. Given the reactants [NH2:1][C:2]1[CH:11]=[C:10]([F:12])[C:9]([C:13]2[C:14]([CH3:19])=[N:15][O:16][C:17]=2[CH3:18])=[CH:8][C:3]=1[C:4]([O:6][CH3:7])=[O:5].F[B-](F)(F)F.[O:25]=[N+:26]=[O:27], predict the reaction product.